Task: Predict the product of the given reaction.. Dataset: Forward reaction prediction with 1.9M reactions from USPTO patents (1976-2016) (1) Given the reactants CN(C(ON1N=NC2C=CC=NC1=2)=[N+](C)C)C.F[P-](F)(F)(F)(F)F.[CH3:25][C:26]1[CH:31]=[CH:30][CH:29]=[C:28]([CH3:32])[C:27]=1[NH:33][C:34]([NH:36][C:37]1[CH:45]=[CH:44][CH:43]=[CH:42][C:38]=1[C:39]([OH:41])=O)=[O:35].[ClH:46].[NH2:47][C@@H:48]([CH:53]1[CH2:58][CH2:57][CH2:56][CH2:55][CH2:54]1)[C:49]([O:51][CH3:52])=[O:50].C(N(C(C)C)CC)(C)C, predict the reaction product. The product is: [Cl:46][C:44]1[CH:43]=[CH:42][C:38]([C:39]([NH:47][C@@H:48]([CH:53]2[CH2:58][CH2:57][CH2:56][CH2:55][CH2:54]2)[C:49]([O:51][CH3:52])=[O:50])=[O:41])=[C:37]([NH:36][C:34]([NH:33][C:27]2[C:28]([CH3:32])=[CH:29][CH:30]=[CH:31][C:26]=2[CH3:25])=[O:35])[CH:45]=1. (2) Given the reactants [C:1]([O:5][C:6]([NH:8][C:9]1([C:15]([O:17][CH3:18])=[O:16])[CH2:14][CH2:13][NH:12][CH2:11][CH2:10]1)=[O:7])([CH3:4])([CH3:3])[CH3:2].[C:19](O[C:19]([O:21][C:22]([CH3:25])([CH3:24])[CH3:23])=[O:20])([O:21][C:22]([CH3:25])([CH3:24])[CH3:23])=[O:20], predict the reaction product. The product is: [C:1]([O:5][C:6]([NH:8][C:9]1([C:15]([O:17][CH3:18])=[O:16])[CH2:14][CH2:13][N:12]([C:19]([O:21][C:22]([CH3:25])([CH3:24])[CH3:23])=[O:20])[CH2:11][CH2:10]1)=[O:7])([CH3:4])([CH3:3])[CH3:2]. (3) Given the reactants Br[C:2]1[CH:12]=[N:11][C:5]2[N:6]=[CH:7][C:8](=[O:10])[NH:9][C:4]=2[CH:3]=1.C[O-].[Na+].CO.Br[CH2:19][CH:20]1[O:24][CH2:23][CH2:22][O:21]1.[C:25](OCC)(=[O:27])C, predict the reaction product. The product is: [O:21]1[CH2:22][CH2:23][O:24][CH:20]1[CH2:19][N:9]1[C:8](=[O:10])[CH:7]=[N:6][C:5]2[N:11]=[CH:12][C:2]([O:27][CH3:25])=[CH:3][C:4]1=2. (4) Given the reactants [C:1]([C:3]1[C:8]([F:9])=[C:7]([C:10]([F:13])([F:12])[F:11])[CH:6]=[CH:5][C:4]=1[NH:14][C:15](=[O:19])OCC)#[N:2].[CH:20]([NH:22]N)=O.C[N:25]1CCCC1=O, predict the reaction product. The product is: [F:9][C:8]1[C:3]2[C:1]3[N:2]([N:25]=[CH:20][N:22]=3)[C:15](=[O:19])[NH:14][C:4]=2[CH:5]=[CH:6][C:7]=1[C:10]([F:11])([F:12])[F:13]. (5) The product is: [CH2:19]([N:12]1[C:11]2[N:10]=[CH:9][N:8]([CH2:1][C:2]3[CH:7]=[CH:6][CH:5]=[CH:4][CH:3]=3)[C:16]=2[C:15](=[O:17])[N:14]([CH2:30][CH2:31][CH2:32][C:33]2[CH:38]=[CH:37][CH:36]=[CH:35][CH:34]=2)[C:13]1=[O:18])[CH2:20][CH2:21][CH3:22]. Given the reactants [CH2:1]([N:8]1[C:16]2[C:15](=[O:17])[NH:14][C:13](=[O:18])[N:12]([CH2:19][CH2:20][CH2:21][CH3:22])[C:11]=2[N:10]=[CH:9]1)[C:2]1[CH:7]=[CH:6][CH:5]=[CH:4][CH:3]=1.C(=O)([O-])[O-].[K+].[K+].Br[CH2:30][CH2:31][CH2:32][C:33]1[CH:38]=[CH:37][CH:36]=[CH:35][CH:34]=1, predict the reaction product. (6) Given the reactants [F:1][C:2]([F:39])([F:38])[C:3]1[CH:4]=[C:5]([CH:31]=[C:32]([C:34]([F:37])([F:36])[F:35])[CH:33]=1)[CH2:6][N:7]1[CH2:14][CH2:13][CH2:12][NH:11][C:10]2[N:15]=[C:16](S(C)(=O)=O)[N:17]=[C:18]([C:19]3[CH:24]=[CH:23][CH:22]=[CH:21][C:20]=3[CH3:25])[C:9]=2[C:8]1=[O:30].C([O:44][C:45]([NH:47][CH:48]1[CH2:53][CH2:52][NH:51][CH2:50][CH2:49]1)=O)(C)(C)C.[C:54](OC(=O)C)(=O)C, predict the reaction product. The product is: [C:45]([NH:47][CH:48]1[CH2:53][CH2:52][N:51]([C:16]2[N:17]=[C:18]([C:19]3[CH:24]=[CH:23][CH:22]=[CH:21][C:20]=3[CH3:25])[C:9]3[C:8](=[O:30])[N:7]([CH2:6][C:5]4[CH:4]=[C:3]([C:2]([F:39])([F:1])[F:38])[CH:33]=[C:32]([C:34]([F:36])([F:35])[F:37])[CH:31]=4)[CH2:14][CH2:13][CH2:12][NH:11][C:10]=3[N:15]=2)[CH2:50][CH2:49]1)(=[O:44])[CH3:54]. (7) Given the reactants [Cl:1][C:2]1[C:10]([Cl:11])=[CH:9][CH:8]=[CH:7][C:3]=1[C:4]([OH:6])=O.[F:12][C:13]1([F:27])[CH2:18][CH2:17][C:16]([CH2:25][NH2:26])([N:19]2[CH:23]=[C:22]([CH3:24])[N:21]=[CH:20]2)[CH2:15][CH2:14]1, predict the reaction product. The product is: [Cl:1][C:2]1[C:10]([Cl:11])=[CH:9][CH:8]=[CH:7][C:3]=1[C:4]([NH:26][CH2:25][C:16]1([N:19]2[CH:23]=[C:22]([CH3:24])[N:21]=[CH:20]2)[CH2:17][CH2:18][C:13]([F:12])([F:27])[CH2:14][CH2:15]1)=[O:6]. (8) Given the reactants [Cl:1][C:2]1[C:7]([C:8]2[CH:13]=[CH:12][CH:11]=[C:10]([CH2:14][CH3:15])[CH:9]=2)=[C:6]([C:16]([C@@H:26]2[CH2:31][CH2:30][CH2:29][N:28]([C:32]([C:34]3[CH:43]=[CH:42][C:41]([CH2:44][NH:45][CH3:46])=[CH:40][C:35]=3[C:36]([O:38]C)=[O:37])=[O:33])[CH2:27]2)([OH:25])[CH2:17][CH2:18][CH2:19][NH:20][C:21]([O:23][CH3:24])=[O:22])[CH:5]=[CH:4][CH:3]=1.[OH-].[Na+], predict the reaction product. The product is: [Cl:1][C:2]1[C:7]([C:8]2[CH:13]=[CH:12][CH:11]=[C:10]([CH2:14][CH3:15])[CH:9]=2)=[C:6]([C:16]([C@@H:26]2[CH2:31][CH2:30][CH2:29][N:28]([C:32]([C:34]3[CH:43]=[CH:42][C:41]([CH2:44][NH:45][CH3:46])=[CH:40][C:35]=3[C:36]([OH:38])=[O:37])=[O:33])[CH2:27]2)([OH:25])[CH2:17][CH2:18][CH2:19][NH:20][C:21]([O:23][CH3:24])=[O:22])[CH:5]=[CH:4][CH:3]=1.